From a dataset of Forward reaction prediction with 1.9M reactions from USPTO patents (1976-2016). Predict the product of the given reaction. (1) The product is: [C:1]([O:5][C:6]([NH:8][C@@H:9]([C:20]1[CH:25]=[CH:24][C:23]([O:26][Si:27]([C:30]([CH3:33])([CH3:32])[CH3:31])([CH3:28])[CH3:29])=[C:22]([Cl:34])[CH:21]=1)[C:10]([OH:12])=[O:11])=[O:7])([CH3:4])([CH3:2])[CH3:3]. Given the reactants [C:1]([O:5][C:6]([NH:8][C@@H:9]([C:20]1[CH:25]=[CH:24][C:23]([O:26][Si:27]([C:30]([CH3:33])([CH3:32])[CH3:31])([CH3:29])[CH3:28])=[C:22]([Cl:34])[CH:21]=1)[C:10]([O:12]CC1C=CC=CC=1)=[O:11])=[O:7])([CH3:4])([CH3:3])[CH3:2].CC(O)=O.C(Cl)(Cl)Cl, predict the reaction product. (2) Given the reactants [CH3:1][C@@H:2]1[CH2:7][NH:6][CH2:5][CH2:4][NH:3]1.Br[C:9]1[CH:14]=[CH:13][C:12]([CH2:15][CH2:16][CH3:17])=[CH:11][CH:10]=1.C1C=CC(P(C2C=CC3C(=CC=CC=3)C=2C2C3C(=CC=CC=3)C=CC=2P(C2C=CC=CC=2)C2C=CC=CC=2)C2C=CC=CC=2)=CC=1.CC(C)([O-])C.[Na+], predict the reaction product. The product is: [CH3:1][C@H:2]1[NH:3][CH2:4][CH2:5][N:6]([C:9]2[CH:14]=[CH:13][C:12]([CH2:15][CH2:16][CH3:17])=[CH:11][CH:10]=2)[CH2:7]1. (3) Given the reactants S(Cl)(Cl)=O.[Cl:5][C:6]1[CH:11]=[CH:10][C:9]([CH2:12][C:13]([OH:15])=[O:14])=[C:8]([C:16]([F:19])([F:18])[F:17])[CH:7]=1.[CH3:20]O, predict the reaction product. The product is: [Cl:5][C:6]1[CH:11]=[CH:10][C:9]([CH2:12][C:13]([O:15][CH3:20])=[O:14])=[C:8]([C:16]([F:17])([F:18])[F:19])[CH:7]=1. (4) The product is: [Cl:8][C:4]1[CH:3]=[C:2]([N:17]2[CH2:18][CH2:19][CH2:20][CH:16]2[C:13]2[CH:14]=[CH:15][C:10]([F:9])=[CH:11][CH:12]=2)[CH:7]=[CH:6][N:5]=1. Given the reactants Br[C:2]1[CH:7]=[CH:6][N:5]=[C:4]([Cl:8])[CH:3]=1.[F:9][C:10]1[CH:15]=[CH:14][C:13]([CH:16]2[CH2:20][CH2:19][CH2:18][NH:17]2)=[CH:12][CH:11]=1.C(N(CC)CC)C.O, predict the reaction product. (5) Given the reactants [Cl:1][C:2]1[C:3]([C:22]2[S:26][C:25]([C:27]3([O:31][CH2:32][O:33][CH3:34])[CH2:30][CH2:29][CH2:28]3)=[N:24][CH:23]=2)=[C:4]2[CH:10]=[C:9](I)[N:8]([S:12]([C:15]3[CH:21]=[CH:20][C:18]([CH3:19])=[CH:17][CH:16]=3)(=[O:14])=[O:13])[C:5]2=[N:6][CH:7]=1.[F:35][C:36]1[CH:37]=[C:38](B(O)O)[CH:39]=[CH:40][C:41]=1[CH:42]=[O:43].C(=O)(O)[O-].[Na+], predict the reaction product. The product is: [Cl:1][C:2]1[C:3]([C:22]2[S:26][C:25]([C:27]3([O:31][CH2:32][O:33][CH3:34])[CH2:30][CH2:29][CH2:28]3)=[N:24][CH:23]=2)=[C:4]2[CH:10]=[C:9]([C:38]3[CH:39]=[CH:40][C:41]([CH:42]=[O:43])=[C:36]([F:35])[CH:37]=3)[N:8]([S:12]([C:15]3[CH:21]=[CH:20][C:18]([CH3:19])=[CH:17][CH:16]=3)(=[O:14])=[O:13])[C:5]2=[N:6][CH:7]=1. (6) Given the reactants [Cl:1][C:2]1[CH:7]=[C:6]([Cl:8])[CH:5]=[CH:4][C:3]=1[C:9]1[N:14]=[C:13]([NH:15][CH3:16])[C:12]([C:17]#[N:18])=[CH:11][C:10]=1[C:19]1[CH:24]=[CH:23][C:22]([Cl:25])=[CH:21][CH:20]=1.C[Mg+].[Br-].[C:29](Cl)(=[O:33])[CH2:30][CH2:31][CH3:32], predict the reaction product. The product is: [Cl:1][C:2]1[CH:7]=[C:6]([Cl:8])[CH:5]=[CH:4][C:3]=1[C:9]1[N:14]=[C:13]([N:15]([CH3:16])[C:29](=[O:33])[CH2:30][CH2:31][CH3:32])[C:12]([C:17]#[N:18])=[CH:11][C:10]=1[C:19]1[CH:24]=[CH:23][C:22]([Cl:25])=[CH:21][CH:20]=1. (7) Given the reactants [Si]([O:8][CH2:9][C:10]1[C:18]2[O:17][N:16]=[C:15]([CH2:19][CH2:20][CH:21]3[CH2:26][CH2:25][N:24]([C:27]([O:29][C:30]([CH3:33])([CH3:32])[CH3:31])=[O:28])[CH2:23][CH2:22]3)[C:14]=2[CH:13]=[CH:12][C:11]=1[CH2:34][O:35][CH2:36][CH3:37])(C(C)(C)C)(C)C.[F-].C([N+](CCCC)(CCCC)CCCC)CCC.O, predict the reaction product. The product is: [CH2:36]([O:35][CH2:34][C:11]1[CH:12]=[CH:13][C:14]2[C:15]([CH2:19][CH2:20][CH:21]3[CH2:26][CH2:25][N:24]([C:27]([O:29][C:30]([CH3:31])([CH3:32])[CH3:33])=[O:28])[CH2:23][CH2:22]3)=[N:16][O:17][C:18]=2[C:10]=1[CH2:9][OH:8])[CH3:37]. (8) Given the reactants [CH2:1](Br)[C:2]1[CH:7]=[CH:6][CH:5]=[CH:4][CH:3]=1.[CH2:9]([O:11][C:12](=[O:37])[C:13]([O:32][CH2:33][CH2:34][CH2:35][CH3:36])([CH3:31])[CH2:14][C:15]1[CH:20]=[CH:19][C:18]([O:21][CH2:22][CH2:23][CH:24]2[CH2:28][NH:27][C:26](=[O:29])[N:25]2[CH3:30])=[CH:17][CH:16]=1)[CH3:10].[H-].[Na+], predict the reaction product. The product is: [CH2:9]([O:11][C:12](=[O:37])[C:13]([O:32][CH2:33][CH2:34][CH2:35][CH3:36])([CH3:31])[CH2:14][C:15]1[CH:16]=[CH:17][C:18]([O:21][CH2:22][CH2:23][CH:24]2[CH2:28][N:27]([CH2:1][C:2]3[CH:7]=[CH:6][CH:5]=[CH:4][CH:3]=3)[C:26](=[O:29])[N:25]2[CH3:30])=[CH:19][CH:20]=1)[CH3:10]. (9) Given the reactants C([O:8][C:9]1[CH:14]=[CH:13][C:12]([C:15]2[CH:19]=[CH:18][O:17][CH:16]=2)=[CH:11][C:10]=1[N:20]1[S:24](=[O:26])(=[O:25])[NH:23][C:22](=[O:27])[CH2:21]1)C1C=CC=CC=1, predict the reaction product. The product is: [OH:8][C:9]1[CH:14]=[CH:13][C:12]([CH:15]2[CH2:19][CH2:18][O:17][CH2:16]2)=[CH:11][C:10]=1[N:20]1[S:24](=[O:26])(=[O:25])[NH:23][C:22](=[O:27])[CH2:21]1.